Dataset: Forward reaction prediction with 1.9M reactions from USPTO patents (1976-2016). Task: Predict the product of the given reaction. (1) Given the reactants [C:1]([O:6][CH2:7][CH3:8])(=[O:5])[C:2]([CH3:4])=O.Cl.[C:10]([NH:14][NH2:15])([CH3:13])([CH3:12])[CH3:11].C(N(CC)C(C)C)(C)C, predict the reaction product. The product is: [C:10]([NH:14]/[N:15]=[C:2](\[CH3:4])/[C:1]([O:6][CH2:7][CH3:8])=[O:5])([CH3:13])([CH3:12])[CH3:11]. (2) Given the reactants [F:1][C:2]1C=CC=CC=1[C@]12COC[C@H]1CSC(NC(=O)C1C=CC=CC=1)=N2.C(=O)([O-])[O-].[Cs+].[Cs+].[OH:32][C:33]1[N:34]=[CH:35][C:36]([C:39]([O:41][CH3:42])=[O:40])=[N:37][CH:38]=1.O, predict the reaction product. The product is: [F:1][CH2:2][O:32][C:33]1[N:34]=[CH:35][C:36]([C:39]([O:41][CH3:42])=[O:40])=[N:37][CH:38]=1.